From a dataset of Reaction yield outcomes from USPTO patents with 853,638 reactions. Predict the reaction yield, written as a fraction of the theoretical maximum amount of product (1.0 means a 100% yield; for example, 0.34 means a 34% yield). (1) The reactants are [CH:1]([C:4]1[CH:5]=[C:6](B2OC(C)(C)C(C)(C)O2)[CH:7]=[C:8]([CH:10]([CH3:12])[CH3:11])[CH:9]=1)([CH3:3])[CH3:2].I[C:23]1[C:27]([CH2:28][N:29]([CH3:41])[CH2:30][CH2:31][N:32]([CH3:40])[C:33](=[O:39])[O:34][C:35]([CH3:38])([CH3:37])[CH3:36])=[CH:26][N:25]([CH:42]2[CH2:47][CH2:46][CH2:45][CH2:44][O:43]2)[N:24]=1.[O-]P([O-])([O-])=O.[K+].[K+].[K+]. The catalyst is COCCOC. The product is [CH3:12][CH:10]([C:8]1[CH:7]=[C:6]([C:23]2[C:27]([CH2:28][N:29]([CH3:41])[CH2:30][CH2:31][N:32]([CH3:40])[C:33](=[O:39])[O:34][C:35]([CH3:38])([CH3:37])[CH3:36])=[CH:26][N:25]([CH:42]3[CH2:47][CH2:46][CH2:45][CH2:44][O:43]3)[N:24]=2)[CH:5]=[C:4]([CH:1]([CH3:2])[CH3:3])[CH:9]=1)[CH3:11]. The yield is 0.200. (2) The reactants are O[C:2]1[C:11]2[C:6](=[N:7][CH:8]=[CH:9][CH:10]=2)[N:5]([C:12]2[CH:17]=[CH:16][CH:15]=[C:14]([C:18]([F:21])([F:20])[F:19])[CH:13]=2)C(=O)[C:3]=1[C:23](=O)[CH2:24][C:25]1[CH:30]=[CH:29][CH:28]=[CH:27][C:26]=1[C:31]([F:34])([F:33])[F:32].O.[NH2:37][NH2:38].[C:39](=[O:42])([O-])O.[Na+]. The catalyst is CN(C=O)C. The product is [F:33][C:31]([F:34])([F:32])[C:26]1[CH:27]=[CH:28][CH:29]=[CH:30][C:25]=1[CH2:24][C:23]1[C:3]2[C:39](=[O:42])[N:5]([C:12]3[CH:17]=[CH:16][CH:15]=[C:14]([C:18]([F:20])([F:19])[F:21])[CH:13]=3)[C:6]3[N:7]=[CH:8][CH:9]=[CH:10][C:11]=3[C:2]=2[NH:38][N:37]=1. The yield is 0.670. (3) The reactants are [F:1][C:2]1[CH:3]=[N:4][CH:5]=[CH:6][C:7]=1[C:8]1[CH:9]=[C:10]2[N:22]=[C:21](S(C)(=O)=O)[NH:20][C:11]2=[N:12][C:13]=1[C:14]1[CH:15]=[N:16][CH:17]=[CH:18][CH:19]=1.[NH:27]1[CH2:32][CH2:31][O:30][CH2:29][CH2:28]1. The catalyst is O1CCOCC1. The product is [F:1][C:2]1[CH:3]=[N:4][CH:5]=[CH:6][C:7]=1[C:8]1[CH:9]=[C:10]2[N:22]=[C:21]([N:27]3[CH2:32][CH2:31][O:30][CH2:29][CH2:28]3)[NH:20][C:11]2=[N:12][C:13]=1[C:14]1[CH:15]=[N:16][CH:17]=[CH:18][CH:19]=1. The yield is 0.440. (4) The reactants are Br[C:2]1[CH:3]=[C:4]([N:13]([CH2:20][CH3:21])[CH:14]2[CH2:19][CH2:18][O:17][CH2:16][CH2:15]2)[C:5]([CH3:12])=[C:6]([CH:11]=1)[C:7]([O:9][CH3:10])=[O:8].[C:22]([CH:24]1[CH2:29][CH2:28][N:27]([C:30]([O:32][C:33]([CH3:36])([CH3:35])[CH3:34])=[O:31])[CH2:26][CH2:25]1)#[CH:23].C(N(CC)CC)C. The catalyst is CN(C=O)C.[Cu]I.C1C=CC([P]([Pd]([P](C2C=CC=CC=2)(C2C=CC=CC=2)C2C=CC=CC=2)([P](C2C=CC=CC=2)(C2C=CC=CC=2)C2C=CC=CC=2)[P](C2C=CC=CC=2)(C2C=CC=CC=2)C2C=CC=CC=2)(C2C=CC=CC=2)C2C=CC=CC=2)=CC=1. The product is [CH2:20]([N:13]([CH:14]1[CH2:19][CH2:18][O:17][CH2:16][CH2:15]1)[C:4]1[CH:3]=[C:2]([C:23]#[C:22][CH:24]2[CH2:25][CH2:26][N:27]([C:30]([O:32][C:33]([CH3:36])([CH3:35])[CH3:34])=[O:31])[CH2:28][CH2:29]2)[CH:11]=[C:6]([C:7]([O:9][CH3:10])=[O:8])[C:5]=1[CH3:12])[CH3:21]. The yield is 0.980. (5) The reactants are O=[C:2]1[CH2:7][CH2:6][N:5]([C:8]([O:10][C:11]([CH3:14])([CH3:13])[CH3:12])=[O:9])[CH2:4][CH:3]1[C:15]([O:17][CH2:18][CH3:19])=[O:16].[C:20]1([C@H:26]([NH2:28])[CH3:27])[CH:25]=[CH:24][CH:23]=[CH:22][CH:21]=1.CC1C=CC(S(O)(=O)=O)=CC=1. The catalyst is C1(C)C=CC=CC=1. The product is [C:20]1([C@H:26]([NH:28][C:2]2[CH2:7][CH2:6][N:5]([C:8]([O:10][C:11]([CH3:14])([CH3:13])[CH3:12])=[O:9])[CH2:4][C:3]=2[C:15]([O:17][CH2:18][CH3:19])=[O:16])[CH3:27])[CH:25]=[CH:24][CH:23]=[CH:22][CH:21]=1. The yield is 0.490. (6) The reactants are Br[C:2]1[CH:7]=[CH:6][N:5]=[C:4]2[N:8]([S:19]([C:22]3[CH:27]=[CH:26][CH:25]=[CH:24][CH:23]=3)(=[O:21])=[O:20])[C:9]([C:11]3[CH:16]=[CH:15][CH:14]=[C:13]([CH:17]=[O:18])[CH:12]=3)=[CH:10][C:3]=12.[N+:28]([C:31]1[CH:36]=[CH:35][C:34]([C:37]2[C:41](B3OC(C)(C)C(C)(C)O3)=[CH:40][N:39]([CH2:51][CH3:52])[N:38]=2)=[CH:33][CH:32]=1)([O-:30])=[O:29].C(=O)(O)[O-].[Na+]. The catalyst is C1C=CC([P]([Pd]([P](C2C=CC=CC=2)(C2C=CC=CC=2)C2C=CC=CC=2)([P](C2C=CC=CC=2)(C2C=CC=CC=2)C2C=CC=CC=2)[P](C2C=CC=CC=2)(C2C=CC=CC=2)C2C=CC=CC=2)(C2C=CC=CC=2)C2C=CC=CC=2)=CC=1.CN(C)C=O. The product is [N+:28]([C:31]1[CH:32]=[CH:33][C:34]([C:37]2[C:41]([C:2]3[CH:7]=[CH:6][N:5]=[C:4]4[N:8]([S:19]([C:22]5[CH:27]=[CH:26][CH:25]=[CH:24][CH:23]=5)(=[O:21])=[O:20])[C:9]([C:11]5[CH:16]=[CH:15][CH:14]=[C:13]([CH:17]=[O:18])[CH:12]=5)=[CH:10][C:3]=34)=[CH:40][N:39]([CH2:51][CH3:52])[N:38]=2)=[CH:35][CH:36]=1)([O-:30])=[O:29]. The yield is 0.810. (7) The reactants are [C:1]([C:5]1[O:9][N:8]=[C:7]([NH:10][C:11]([NH:13][C:14]2[CH:19]=[CH:18][CH:17]=[C:16]([O:20][C:21]3[C:30]4[C:25](=[CH:26][C:27]([O:35][CH3:36])=[C:28]([O:31][CH2:32][CH2:33]Cl)[CH:29]=4)[N:24]=[CH:23][N:22]=3)[CH:15]=2)=[O:12])[CH:6]=1)([CH3:4])([CH3:3])[CH3:2].[CH3:37][N:38]1[CH2:43][CH2:42][NH:41][CH2:40][CH2:39]1. No catalyst specified. The product is [C:1]([C:5]1[O:9][N:8]=[C:7]([NH:10][C:11]([NH:13][C:14]2[CH:19]=[CH:18][CH:17]=[C:16]([O:20][C:21]3[C:30]4[C:25](=[CH:26][C:27]([O:35][CH3:36])=[C:28]([O:31][CH2:32][CH2:33][N:41]5[CH2:42][CH2:43][N:38]([CH3:37])[CH2:39][CH2:40]5)[CH:29]=4)[N:24]=[CH:23][N:22]=3)[CH:15]=2)=[O:12])[CH:6]=1)([CH3:4])([CH3:3])[CH3:2]. The yield is 0.0800. (8) The reactants are [NH2:1][C:2]1[C:7]([C:8]2[CH:13]=[CH:12][CH:11]=[CH:10][N:9]=2)=[CH:6][C:5]([C:14]2[CH:15]=[N:16][C:17]([N:20]3[CH2:25][CH2:24][C:23]([CH2:31][CH3:32])([C:26]([O:28][CH2:29][CH3:30])=[O:27])[CH2:22][CH2:21]3)=[N:18][CH:19]=2)=[CH:4][C:3]=1[N+:33]([O-])=O.CCOC(C)=O. The catalyst is [Pd]. The product is [NH2:33][C:3]1[CH:4]=[C:5]([C:14]2[CH:15]=[N:16][C:17]([N:20]3[CH2:25][CH2:24][C:23]([CH2:31][CH3:32])([C:26]([O:28][CH2:29][CH3:30])=[O:27])[CH2:22][CH2:21]3)=[N:18][CH:19]=2)[CH:6]=[C:7]([C:8]2[CH:13]=[CH:12][CH:11]=[CH:10][N:9]=2)[C:2]=1[NH2:1]. The yield is 0.990. (9) The product is [CH3:27][C:28]1[C:32]([C:33]([NH:23][C:22]2[CH:24]=[CH:25][CH:26]=[C:20]([CH2:19][CH2:18][N:15]3[CH2:14][CH2:13][N:12]([C:8]4[CH:7]=[CH:6][CH:5]=[C:4]5[C:9]=4[CH:10]=[CH:11][C:2]([CH3:1])=[N:3]5)[CH2:17][CH2:16]3)[CH:21]=2)=[O:34])=[C:31]([CH3:36])[O:30][N:29]=1. No catalyst specified. The yield is 0.560. The reactants are [CH3:1][C:2]1[CH:11]=[CH:10][C:9]2[C:4](=[CH:5][CH:6]=[CH:7][C:8]=2[N:12]2[CH2:17][CH2:16][N:15]([CH2:18][CH2:19][C:20]3[CH:21]=[C:22]([CH:24]=[CH:25][CH:26]=3)[NH2:23])[CH2:14][CH2:13]2)[N:3]=1.[CH3:27][C:28]1[C:32]([C:33](O)=[O:34])=[C:31]([CH3:36])[O:30][N:29]=1. (10) The reactants are C[O:2][C:3]1[CH:11]=[CH:10][CH:9]=[C:8]2[C:4]=1[CH2:5][NH:6][CH2:7]2.[BrH:12]. No catalyst specified. The product is [BrH:12].[OH:2][C:3]1[CH:11]=[CH:10][CH:9]=[C:8]2[C:4]=1[CH2:5][NH:6][CH2:7]2. The yield is 0.780.